From a dataset of Reaction yield outcomes from USPTO patents with 853,638 reactions. Predict the reaction yield, written as a fraction of the theoretical maximum amount of product (1.0 means a 100% yield; for example, 0.34 means a 34% yield). The reactants are [NH2:1][C:2]1[C:7]([NH2:8])=[C:6]([NH:9][C@@H:10]2[C@@H:15]3[CH2:16][C@@H:12]([CH:13]=[CH:14]3)[C@@H:11]2[C:17]([NH2:19])=[O:18])[C:5]([Cl:20])=[CH:4][N:3]=1.[Cl:21][C:22]1[CH:29]=[C:28]([N:30]2[CH2:35][CH2:34][O:33][CH2:32][CH2:31]2)[CH:27]=[CH:26][C:23]=1[CH:24]=O.C([O-])(=O)C.[NH4+]. No catalyst specified. The product is [Cl:20][C:5]1[C:6]([NH:9][C@@H:10]2[C@@H:15]3[CH2:16][C@@H:12]([CH:13]=[CH:14]3)[C@@H:11]2[C:17]([NH2:19])=[O:18])=[C:7]2[N:8]=[C:24]([C:23]3[CH:26]=[CH:27][C:28]([N:30]4[CH2:35][CH2:34][O:33][CH2:32][CH2:31]4)=[CH:29][C:22]=3[Cl:21])[NH:1][C:2]2=[N:3][CH:4]=1. The yield is 0.450.